Predict the reactants needed to synthesize the given product. From a dataset of Full USPTO retrosynthesis dataset with 1.9M reactions from patents (1976-2016). (1) Given the product [Br:1][C:2]1[C:3]([Cl:9])=[N:4][CH:5]=[C:6]([I:10])[C:7]=1[NH2:8], predict the reactants needed to synthesize it. The reactants are: [Br:1][C:2]1[C:3]([Cl:9])=[N:4][CH:5]=[CH:6][C:7]=1[NH2:8].[I:10]N1C(=O)CCC1=O. (2) Given the product [F:19][C:18]([F:20])([F:21])[C:17]([NH:16][CH2:15][C@@H:12]1[CH2:13][CH2:14][C@H:9]([NH2:8])[CH2:10][CH2:11]1)=[O:22], predict the reactants needed to synthesize it. The reactants are: C(OC([NH:8][C@H:9]1[CH2:14][CH2:13][C@@H:12]([CH2:15][NH:16][C:17](=[O:22])[C:18]([F:21])([F:20])[F:19])[CH2:11][CH2:10]1)=O)(C)(C)C.FC(F)(F)C(O)=O.C(=O)([O-])O.[Na+]. (3) Given the product [CH3:3][O:4][CH:5]1[CH2:8][N:7]([C@H:9]2[CH2:14][CH2:13][C@H:12]([CH:15]([C:17]3[S:21][CH:20]=[C:19]([C:22]([OH:24])=[O:23])[C:18]=3[CH3:26])[CH3:16])[CH2:11][CH2:10]2)[CH2:6]1, predict the reactants needed to synthesize it. The reactants are: [OH-].[K+].[CH3:3][O:4][CH:5]1[CH2:8][N:7]([C@H:9]2[CH2:14][CH2:13][C@H:12]([CH:15]([C:17]3[S:21][CH:20]=[C:19]([C:22]([O:24]C)=[O:23])[C:18]=3[CH3:26])[CH3:16])[CH2:11][CH2:10]2)[CH2:6]1.Cl.O1CCOCC1.